Dataset: Full USPTO retrosynthesis dataset with 1.9M reactions from patents (1976-2016). Task: Predict the reactants needed to synthesize the given product. (1) The reactants are: Cl[C:2]1[CH:36]=[CH:35][C:34]([O:37][CH3:38])=[CH:33][C:3]=1[O:4][CH:5]([CH:30]([CH3:32])[CH3:31])[CH2:6][CH2:7][N:8]1[CH2:13][CH2:12][CH:11]([N:14]2[C:22]3[C:17](=[CH:18][CH:19]=[CH:20][CH:21]=3)[C:16]([CH2:24][C:25]([NH:27][CH3:28])=[O:26])([CH3:23])[C:15]2=[O:29])[CH2:10][CH2:9]1. Given the product [CH3:38][O:37][C:34]1[CH:33]=[C:3]([CH:2]=[CH:36][CH:35]=1)[O:4][CH:5]([CH:30]([CH3:31])[CH3:32])[CH2:6][CH2:7][N:8]1[CH2:9][CH2:10][CH:11]([N:14]2[C:22]3[C:17](=[CH:18][CH:19]=[CH:20][CH:21]=3)[C:16]([CH2:24][C:25]([NH:27][CH3:28])=[O:26])([CH3:23])[C:15]2=[O:29])[CH2:12][CH2:13]1, predict the reactants needed to synthesize it. (2) Given the product [Cl:9][C:10]1[CH:25]=[C:24]([Cl:26])[CH:23]=[C:12]2[C:11]=1[CH:16]=[CH:15][N:14]=[CH:13]2, predict the reactants needed to synthesize it. The reactants are: FC(F)(F)S(O)(=O)=O.[Cl:9][C:10]1[CH:11]=[C:12]([CH:23]=[C:24]([Cl:26])[CH:25]=1)[CH:13]=[N:14][CH2:15][CH:16](OCC)OCC.CO.[OH-].[NH4+].